Dataset: Reaction yield outcomes from USPTO patents with 853,638 reactions. Task: Predict the reaction yield, written as a fraction of the theoretical maximum amount of product (1.0 means a 100% yield; for example, 0.34 means a 34% yield). (1) The reactants are [C:1]([O:5][C:6]([NH:8][CH2:9][CH:10]1[CH2:15][CH2:14][CH:13]([C:16]([OH:18])=[O:17])[CH2:12][CH2:11]1)=[O:7])([CH3:4])([CH3:3])[CH3:2].[B-](F)(F)(F)F.CN(C(O[N:32]1[C:37](=[O:38])[CH2:36][CH2:35][C:33]1=[O:34])=[N+](C)C)C.C(N(CC)C(C)C)(C)C. The catalyst is CN(C=O)C.CCOC(C)=O. The product is [C:1]([O:5][C:6]([NH:8][CH2:9][CH:10]1[CH2:11][CH2:12][CH:13]([C:16]([O:18][N:32]2[C:37](=[O:38])[CH2:36][CH2:35][C:33]2=[O:34])=[O:17])[CH2:14][CH2:15]1)=[O:7])([CH3:4])([CH3:2])[CH3:3]. The yield is 0.249. (2) The reactants are [NH:1]1[CH2:6][CH2:5][CH2:4][CH:3]([C:7]([O:9][CH2:10][CH3:11])=[O:8])[CH2:2]1.[C:12](Cl)(=[O:19])[C:13]1[CH:18]=[CH:17][CH:16]=[CH:15][CH:14]=1. The catalyst is C(Cl)Cl. The product is [C:12]([N:1]1[CH2:6][CH2:5][CH2:4][CH:3]([C:7]([O:9][CH2:10][CH3:11])=[O:8])[CH2:2]1)(=[O:19])[C:13]1[CH:18]=[CH:17][CH:16]=[CH:15][CH:14]=1. The yield is 0.900. (3) The product is [Cl:26][C:27]1[CH:32]=[C:31]([Cl:33])[CH:30]=[CH:29][C:28]=1[NH:34][C:35]([NH:6][CH2:7][C:8]1[CH:9]=[C:10]2[C:14](=[CH:15][CH:16]=1)[C:13](=[O:17])[N:12]([CH:18]1[CH2:23][CH2:22][C:21](=[O:24])[NH:20][C:19]1=[O:25])[CH2:11]2)=[O:36]. The catalyst is C(#N)C. The reactants are CS(O)(=O)=O.[NH2:6][CH2:7][C:8]1[CH:9]=[C:10]2[C:14](=[CH:15][CH:16]=1)[C:13](=[O:17])[N:12]([CH:18]1[CH2:23][CH2:22][C:21](=[O:24])[NH:20][C:19]1=[O:25])[CH2:11]2.[Cl:26][C:27]1[CH:32]=[C:31]([Cl:33])[CH:30]=[CH:29][C:28]=1[N:34]=[C:35]=[O:36].C(N(CC)CC)C.Cl. The yield is 0.960. (4) The reactants are [CH3:1][O:2][C:3]1[CH:12]=[CH:11][C:6]([C:7]([O:9][CH3:10])=[O:8])=[CH:5][C:4]=1[NH:13][S:14]([CH3:17])(=[O:16])=[O:15].Br[CH2:19][CH2:20][OH:21].C([O-])([O-])=O.[K+].[K+]. The catalyst is C(#N)C. The product is [OH:21][CH2:20][CH2:19][N:13]([C:4]1[CH:5]=[C:6]([CH:11]=[CH:12][C:3]=1[O:2][CH3:1])[C:7]([O:9][CH3:10])=[O:8])[S:14]([CH3:17])(=[O:16])=[O:15]. The yield is 0.570.